Dataset: Reaction yield outcomes from USPTO patents with 853,638 reactions. Task: Predict the reaction yield, written as a fraction of the theoretical maximum amount of product (1.0 means a 100% yield; for example, 0.34 means a 34% yield). (1) The reactants are [C:1]([CH2:5][C:6]([O:8]CC)=O)(=O)[CH2:2][CH3:3].[NH2:11][C:12]1[C:17]([Br:18])=[CH:16][CH:15]=[CH:14][N:13]=1.[OH-].[Na+]. No catalyst specified. The product is [Br:18][C:17]1[C:12]2=[N:11][C:1]([CH2:2][CH3:3])=[CH:5][C:6](=[O:8])[N:13]2[CH:14]=[CH:15][CH:16]=1. The yield is 0.690. (2) The reactants are [N:1]1([CH:7]2[CH2:12][CH2:11][CH:10]([C:13]([OH:15])=[O:14])[CH2:9][CH2:8]2)[CH2:5][CH2:4][CH2:3][C:2]1=[O:6].S(=O)(=O)(O)O.C(=O)(O)[O-].[Na+].[CH2:26](O)[CH3:27]. No catalyst specified. The product is [N:1]1([CH:7]2[CH2:8][CH2:9][CH:10]([C:13]([O:15][CH2:26][CH3:27])=[O:14])[CH2:11][CH2:12]2)[CH2:5][CH2:4][CH2:3][C:2]1=[O:6]. The yield is 1.01.